The task is: Regression. Given a peptide amino acid sequence and an MHC pseudo amino acid sequence, predict their binding affinity value. This is MHC class I binding data.. This data is from Peptide-MHC class I binding affinity with 185,985 pairs from IEDB/IMGT. (1) The binding affinity (normalized) is 0. The peptide sequence is RDRFKRTSF. The MHC is HLA-B08:01 with pseudo-sequence HLA-B08:01. (2) The peptide sequence is GIRPSSSQI. The MHC is HLA-A24:02 with pseudo-sequence HLA-A24:02. The binding affinity (normalized) is 0.0205. (3) The peptide sequence is KVRKIISKI. The MHC is HLA-A30:01 with pseudo-sequence HLA-A30:01. The binding affinity (normalized) is 0.694. (4) The peptide sequence is ITTQWHLDM. The MHC is HLA-B35:01 with pseudo-sequence HLA-B35:01. The binding affinity (normalized) is 0.380. (5) The MHC is HLA-A03:01 with pseudo-sequence HLA-A03:01. The peptide sequence is FAEESYTYYY. The binding affinity (normalized) is 0.0594. (6) The peptide sequence is RAWGRRLMI. The MHC is HLA-B08:02 with pseudo-sequence HLA-B08:02. The binding affinity (normalized) is 0.0847. (7) The peptide sequence is SGTETKITF. The MHC is HLA-A24:02 with pseudo-sequence HLA-A24:02. The binding affinity (normalized) is 0.137. (8) The peptide sequence is MTIIGRRLQR. The MHC is HLA-A31:01 with pseudo-sequence HLA-A31:01. The binding affinity (normalized) is 0.749. (9) The peptide sequence is ASHFISNSW. The MHC is HLA-A03:01 with pseudo-sequence HLA-A03:01. The binding affinity (normalized) is 0.0847.